The task is: Predict the reaction yield, written as a fraction of the theoretical maximum amount of product (1.0 means a 100% yield; for example, 0.34 means a 34% yield).. This data is from Reaction yield outcomes from USPTO patents with 853,638 reactions. (1) The reactants are [C:1]([C:3]1[CH:8]=[CH:7][CH:6]=[CH:5][C:4]=1[C:9]1[CH:14]=[CH:13][C:12]([CH2:15][C:16]2[C:17](=[O:42])[N:18]([C@H:28]3[CH2:33][CH2:32][C@H:31]([O:34][CH2:35][C:36](N(OC)C)=[O:37])[CH2:30][CH2:29]3)[C:19]3[N:20]([N:25]=[CH:26][CH:27]=3)[C:21]=2[CH2:22][CH2:23][CH3:24])=[CH:11][CH:10]=1)#[N:2].[CH:43]([Mg]Br)([CH3:45])[CH3:44].C(OCC)(=O)C. The catalyst is O1CCCC1. The product is [OH:37][CH:36]([CH:43]([CH3:45])[CH3:44])[CH2:35][O:34][C@H:31]1[CH2:32][CH2:33][C@H:28]([N:18]2[C:17](=[O:42])[C:16]([CH2:15][C:12]3[CH:13]=[CH:14][C:9]([C:4]4[C:3]([C:1]#[N:2])=[CH:8][CH:7]=[CH:6][CH:5]=4)=[CH:10][CH:11]=3)=[C:21]([CH2:22][CH2:23][CH3:24])[N:20]3[N:25]=[CH:26][CH:27]=[C:19]23)[CH2:29][CH2:30]1. The yield is 0.560. (2) The reactants are [CH:1]1([CH2:7][NH:8][C:9]2[CH:14]=[CH:13][C:12]([NH:15][C:16](=[O:18])[CH3:17])=[CH:11][C:10]=2[N+:19]([O-])=O)[CH2:6][CH2:5][CH2:4][CH2:3][CH2:2]1. The catalyst is C(OCC)(=O)C.[Pd]. The product is [NH2:19][C:10]1[CH:11]=[C:12]([NH:15][C:16](=[O:18])[CH3:17])[CH:13]=[CH:14][C:9]=1[NH:8][CH2:7][CH:1]1[CH2:6][CH2:5][CH2:4][CH2:3][CH2:2]1. The yield is 0.970. (3) The catalyst is CO.O.C(Cl)Cl. The reactants are C([O:3][C:4](=O)[CH2:5][C:6]([C@@H:8]1[CH2:13][CH2:12][N:11]([C:14]([O:16][CH3:17])=[O:15])[C@@H:10]([C:18]2[CH:23]=[CH:22][C:21]([O:24][C:25]([F:28])([F:27])[F:26])=[CH:20][C:19]=2[F:29])[CH2:9]1)=[O:7])C.[OH-].[Na+].[NH2:33]O.Cl. The product is [F:29][C:19]1[CH:20]=[C:21]([O:24][C:25]([F:28])([F:27])[F:26])[CH:22]=[CH:23][C:18]=1[C@H:10]1[CH2:9][C@H:8]([C:6]2[O:7][NH:33][C:4](=[O:3])[CH:5]=2)[CH2:13][CH2:12][N:11]1[C:14]([O:16][CH3:17])=[O:15]. The yield is 0.940. (4) The reactants are [Cl:1][C:2]1[CH:3]=[C:4]([CH2:14][N:15]2[C:19]([CH3:20])=[CH:18][C:17]([C:21](Cl)=[O:22])=[N:16]2)[C:5]2[O:9][C:8]([CH:10]([CH3:12])[CH3:11])=[CH:7][C:6]=2[CH:13]=1.Cl.[CH2:25]([O:27][C@H:28]1[CH2:33][CH2:32][C@H:31]([NH2:34])[CH2:30][CH2:29]1)[CH3:26].C(N(CC)CC)C. The catalyst is C(Cl)Cl. The product is [Cl:1][C:2]1[CH:3]=[C:4]([CH2:14][N:15]2[C:19]([CH3:20])=[CH:18][C:17]([C:21]([NH:34][C@H:31]3[CH2:32][CH2:33][C@H:28]([O:27][CH2:25][CH3:26])[CH2:29][CH2:30]3)=[O:22])=[N:16]2)[C:5]2[O:9][C:8]([CH:10]([CH3:12])[CH3:11])=[CH:7][C:6]=2[CH:13]=1. The yield is 0.620. (5) The reactants are [BH4-].[Na+].[Cl:3][C:4]1[CH:5]=[C:6]([C:10]2[C:19]3[C:14](=[CH:15][CH:16]=[C:17]([C:20]([C:28]4[CH:35]=[CH:34][CH:33]=[CH:32][C:29]=4[CH:30]=O)([OH:27])[C:21]4[N:25]([CH3:26])[CH:24]=[N:23][CH:22]=4)[CH:18]=3)[N:13]([CH3:36])[C:12](=[O:37])[CH:11]=2)[CH:7]=[CH:8][CH:9]=1.[OH2:38]. The catalyst is C1COCC1. The product is [Cl:3][C:4]1[CH:5]=[C:6]([C:10]2[C:19]3[C:14](=[CH:15][CH:16]=[C:17]([C:20]([OH:27])([C:28]4[CH:29]=[CH:30][C:33]([CH2:32][OH:38])=[CH:34][CH:35]=4)[C:21]4[N:25]([CH3:26])[CH:24]=[N:23][CH:22]=4)[CH:18]=3)[N:13]([CH3:36])[C:12](=[O:37])[CH:11]=2)[CH:7]=[CH:8][CH:9]=1. The yield is 0.500. (6) The reactants are [OH:1][C:2]1[CH:9]=[C:8]([CH3:10])[CH:7]=[CH:6][C:3]=1[C:4]#[N:5].O.[OH-].[Li+].S(OC)(O[CH3:18])(=O)=O. The catalyst is C1COCC1.C(OCC)C. The product is [CH3:18][O:1][C:2]1[CH:9]=[C:8]([CH3:10])[CH:7]=[CH:6][C:3]=1[C:4]#[N:5]. The yield is 0.900. (7) The reactants are [CH3:1][S:2]([C:5]1[CH:6]=[C:7]([C:11]2[N:16]3[N:17]=[C:18]([NH:20][C:21]4[CH:28]=[CH:27][C:24]([CH:25]=[O:26])=[CH:23][CH:22]=4)[N:19]=[C:15]3[CH:14]=[CH:13][CH:12]=2)[CH:8]=[CH:9][CH:10]=1)(=[O:4])=[O:3].[BH4-].[Na+]. The catalyst is O1CCCC1. The product is [CH3:1][S:2]([C:5]1[CH:6]=[C:7]([C:11]2[N:16]3[N:17]=[C:18]([NH:20][C:21]4[CH:22]=[CH:23][C:24]([CH2:25][OH:26])=[CH:27][CH:28]=4)[N:19]=[C:15]3[CH:14]=[CH:13][CH:12]=2)[CH:8]=[CH:9][CH:10]=1)(=[O:4])=[O:3]. The yield is 0.670. (8) The reactants are [Cl:1][C:2]1[CH:7]=[CH:6][C:5]([CH3:8])=[CH:4][C:3]=1[O:9][CH3:10].[Br:11]N1C(=O)CCC1=O. The catalyst is C(Cl)(Cl)(Cl)Cl.C(OOC(=O)C1C=CC=CC=1)(=O)C1C=CC=CC=1. The product is [Cl:1][C:2]1[CH:7]=[CH:6][C:5]([CH2:8][Br:11])=[CH:4][C:3]=1[O:9][CH3:10]. The yield is 0.975.